This data is from Full USPTO retrosynthesis dataset with 1.9M reactions from patents (1976-2016). The task is: Predict the reactants needed to synthesize the given product. (1) Given the product [OH:19][CH:8]([C:4]1[CH:5]=[CH:6][CH:7]=[C:2]([C:26]#[C:25][CH2:24][CH2:23][CH2:22][O:21][CH3:20])[CH:3]=1)[CH2:9][CH2:10][NH:11][C:12](=[O:18])[O:13][C:14]([CH3:17])([CH3:16])[CH3:15], predict the reactants needed to synthesize it. The reactants are: Br[C:2]1[CH:3]=[C:4]([CH:8]([OH:19])[CH2:9][CH2:10][NH:11][C:12](=[O:18])[O:13][C:14]([CH3:17])([CH3:16])[CH3:15])[CH:5]=[CH:6][CH:7]=1.[CH3:20][O:21][CH2:22][CH2:23][CH2:24][C:25]#[CH:26]. (2) The reactants are: [NH2:1][C:2]1[CH:14]=[CH:13][C:5]([C:6]([O:8][C:9]([CH3:12])([CH3:11])[CH3:10])=[O:7])=[CH:4][N:3]=1.C(N(CC)CC)C.[Cl-].ClC1N(C)CC[NH+]1C.[CH3:31][O:32][C:33]1[C:34](=[O:57])[C:35]([CH3:56])=[C:36]([CH2:42][C:43]2[CH:44]=[CH:45][C:46]([O:52][C:53](=[O:55])[CH3:54])=[C:47]([CH:51]=2)[C:48](O)=[O:49])[C:37](=[O:41])[C:38]=1[O:39][CH3:40]. Given the product [C:9]([O:8][C:6]([C:5]1[CH:13]=[CH:14][C:2]([NH:1][C:48](=[O:49])[C:47]2[CH:51]=[C:43]([CH2:42][C:36]3[C:37](=[O:41])[C:38]([O:39][CH3:40])=[C:33]([O:32][CH3:31])[C:34](=[O:57])[C:35]=3[CH3:56])[CH:44]=[CH:45][C:46]=2[O:52][C:53](=[O:55])[CH3:54])=[N:3][CH:4]=1)=[O:7])([CH3:10])([CH3:11])[CH3:12], predict the reactants needed to synthesize it. (3) Given the product [OH:11][CH:10]([C:9]1[CH:12]=[CH:13][CH:14]=[C:7]([O:6][C:2]([F:15])([F:1])[CH:3]([F:4])[F:5])[CH:8]=1)[C:16]#[N:17], predict the reactants needed to synthesize it. The reactants are: [F:1][C:2]([F:15])([O:6][C:7]1[CH:8]=[C:9]([CH:12]=[CH:13][CH:14]=1)[CH:10]=[O:11])[CH:3]([F:5])[F:4].[C-:16]#[N:17].[K+].OS([O-])=O.[Na+]. (4) Given the product [Br:1][C:2]1[CH:7]=[CH:6][C:5]2[C:8]3[C:13]([C:14]4([CH2:15][CH2:16][N:17]([CH3:21])[CH2:18][CH2:19]4)[C:4]=2[CH:3]=1)=[CH:12][C:11]([Br:20])=[CH:10][CH:9]=3, predict the reactants needed to synthesize it. The reactants are: [Br:1][C:2]1[CH:7]=[CH:6][C:5]2[C:8]3[C:13]([C:14]4([CH2:19][CH2:18][NH:17][CH2:16][CH2:15]4)[C:4]=2[CH:3]=1)=[CH:12][C:11]([Br:20])=[CH:10][CH:9]=3.[CH2:21]=O. (5) Given the product [N:1]1([C:5]([C:7]2[CH:12]=[CH:11][C:10]([O:13][C:14]3[CH:15]=[C:16]([CH:26]=[C:27]([O:29][CH:30]4[CH2:34][CH2:33][CH2:32][CH2:31]4)[CH:28]=3)[C:17]([NH:19][C:20]3[CH:24]=[CH:23][N:22]([CH3:25])[N:21]=3)=[O:18])=[CH:9][CH:8]=2)=[O:6])[CH2:4][CH2:3][CH2:2]1, predict the reactants needed to synthesize it. The reactants are: [N:1]1([C:5]([C:7]2[CH:12]=[CH:11][C:10]([O:13][C:14]3[CH:15]=[C:16]([CH:26]=[C:27]([O:29][CH:30]4[CH2:34][CH2:33][CH2:32][CH2:31]4)[CH:28]=3)[C:17]([NH:19][C:20]3[CH:24]=[CH:23][N:22]([CH3:25])[N:21]=3)=[O:18])=[C:9](Cl)[CH:8]=2)=[O:6])[CH2:4][CH2:3][CH2:2]1. (6) Given the product [Br:1][C:2]1[CH:7]=[CH:6][C:5]([N+:10]([O-:12])=[O:11])=[C:4]([S:25]([CH3:13])(=[O:28])=[O:24])[CH:3]=1, predict the reactants needed to synthesize it. The reactants are: [Br:1][C:2]1[CH:3]=[CH:4][C:5]([N+:10]([O-:12])=[O:11])=[C:6](SC)[CH:7]=1.[CH:13]1C=C(Cl)C=C(C(OO)=O)C=1.[O-:24][S:25]([O-:28])(=S)=O.[Na+].[Na+]. (7) Given the product [C:23]([OH:22])(=[O:29])[CH2:26][CH2:35][C:34]([OH:37])=[O:36].[Cl:27][C:10]1[CH:11]=[CH:12][C:13]2[CH2:14][CH2:15][NH:16][CH2:17][CH2:18][C:19]=2[C:9]=1[N:8]([CH2:1][C:2]1[CH:3]=[CH:4][CH:5]=[CH:6][CH:7]=1)[CH3:30], predict the reactants needed to synthesize it. The reactants are: [CH2:1]([NH:8][C:9]1[C:19]2[CH2:18][CH2:17][N:16](C([O:22][C:23]([CH3:26])(C)C)=O)[CH2:15][CH2:14][C:13]=2[CH:12]=[CH:11][C:10]=1[Cl:27])[C:2]1[CH:7]=[CH:6][CH:5]=[CH:4][CH:3]=1.C=[O:29].[C:30]([BH3-])#N.[Na+].[C:34]([OH:37])(=[O:36])[CH3:35]. (8) The reactants are: O.C(O)(=O)CC(CC(O)=O)(C(O)=O)O.C(=[N:28][C:29]1([CH2:36][C:37]#[CH:38])[CH2:33][CH2:32][N:31]([CH3:34])[C:30]1=[O:35])(C1C=CC=CC=1)C1C=CC=CC=1. Given the product [NH2:28][C:29]1([CH2:36][C:37]#[CH:38])[CH2:33][CH2:32][N:31]([CH3:34])[C:30]1=[O:35], predict the reactants needed to synthesize it.